Dataset: Reaction yield outcomes from USPTO patents with 853,638 reactions. Task: Predict the reaction yield, written as a fraction of the theoretical maximum amount of product (1.0 means a 100% yield; for example, 0.34 means a 34% yield). (1) The reactants are [Br:1][C:2]1[C:10]([Br:11])=[C:9]([Br:12])[CH:8]=[C:7]2[C:3]=1[C:4]([CH3:15])([CH3:14])[C:5]([CH3:13])=[N:6]2.[I:16][CH3:17]. No catalyst specified. The product is [I-:16].[Br:1][C:2]1[C:10]([Br:11])=[C:9]([Br:12])[CH:8]=[C:7]2[C:3]=1[C:4]([CH3:15])([CH3:14])[C:5]([CH3:13])=[N+:6]2[CH3:17]. The yield is 0.470. (2) The reactants are [OH:1][CH:2]1[CH2:7][CH2:6][N:5]([C:8]([O:10][C:11]([CH3:14])([CH3:13])[CH3:12])=[O:9])[CH2:4][CH2:3]1.[CH3:15][S:16](Cl)(=[O:18])=[O:17].C(N(CC)CC)C.O. The catalyst is ClCCl. The product is [CH3:15][S:16]([O:1][CH:2]1[CH2:3][CH2:4][N:5]([C:8]([O:10][C:11]([CH3:14])([CH3:13])[CH3:12])=[O:9])[CH2:6][CH2:7]1)(=[O:18])=[O:17]. The yield is 0.970. (3) The reactants are Cl[C:2]1[CH:7]=[CH:6][N+:5]([O-:8])=[CH:4][CH:3]=1.[F:9][C:10]([F:21])([F:20])[C:11]1[CH:16]=[CH:15][C:14](B(O)O)=[CH:13][CH:12]=1.C([O-])([O-])=O.[K+].[K+]. The catalyst is CS(C)=O.Cl[Pd]Cl. The yield is 0.340. The product is [F:9][C:10]([F:21])([F:20])[C:11]1[CH:16]=[CH:15][C:14]([C:2]2[CH:7]=[CH:6][N+:5]([O-:8])=[CH:4][CH:3]=2)=[CH:13][CH:12]=1. (4) The reactants are [C:1]([C:3]1[CH:4]=[C:5]([NH:23][C:24](=[O:29])[C:25]([F:28])([F:27])[F:26])[CH:6]=[N:7][C:8]=1[S:9](=[O:22])(=[O:21])[NH:10][C:11]1[CH:12]=[CH:13][C:14]2[CH2:18][O:17][B:16]([OH:19])[C:15]=2[CH:20]=1)#[N:2].[NH2:30][OH:31].Cl. The catalyst is CO. The product is [F:28][C:25]([F:26])([F:27])[C:24]([NH:23][C:5]1[CH:6]=[N:7][C:8]([S:9](=[O:21])(=[O:22])[NH:10][C:11]2[CH:12]=[CH:13][C:14]3[CH2:18][O:17][B:16]([OH:19])[C:15]=3[CH:20]=2)=[C:3]([C:1](=[NH:2])[NH:30][OH:31])[CH:4]=1)=[O:29]. The yield is 0.920.